From a dataset of Peptide-MHC class I binding affinity with 185,985 pairs from IEDB/IMGT. Regression. Given a peptide amino acid sequence and an MHC pseudo amino acid sequence, predict their binding affinity value. This is MHC class I binding data. (1) The peptide sequence is VSNKFYIRL. The MHC is H-2-Kb with pseudo-sequence H-2-Kb. The binding affinity (normalized) is 0.713. (2) The peptide sequence is SSDDFALIV. The MHC is HLA-C15:02 with pseudo-sequence HLA-C15:02. The binding affinity (normalized) is 0.770. (3) The peptide sequence is MTYLDGHPV. The MHC is HLA-B07:02 with pseudo-sequence HLA-B07:02. The binding affinity (normalized) is 0.213. (4) The peptide sequence is AQMGTLLIA. The MHC is HLA-A02:02 with pseudo-sequence HLA-A02:02. The binding affinity (normalized) is 0.615. (5) The peptide sequence is FPVKPQVPLR. The MHC is HLA-B15:01 with pseudo-sequence HLA-B15:01. The binding affinity (normalized) is 0.